The task is: Predict the reactants needed to synthesize the given product.. This data is from Full USPTO retrosynthesis dataset with 1.9M reactions from patents (1976-2016). Given the product [C:1]([O:5][C:6](=[O:7])[NH:8][C:9]1([C:21](=[O:23])[NH:29][C:28]2[CH:30]=[CH:31][C:25]([Br:24])=[CH:26][CH:27]=2)[CH2:10][O:11][CH:12]([C:15]2[CH:20]=[CH:19][CH:18]=[CH:17][CH:16]=2)[O:13][CH2:14]1)([CH3:3])([CH3:2])[CH3:4], predict the reactants needed to synthesize it. The reactants are: [C:1]([O:5][C:6]([NH:8][C:9]1([C:21]([OH:23])=O)[CH2:14][O:13][CH:12]([C:15]2[CH:20]=[CH:19][CH:18]=[CH:17][CH:16]=2)[O:11][CH2:10]1)=[O:7])([CH3:4])([CH3:3])[CH3:2].[Br:24][C:25]1[CH:31]=[CH:30][C:28]([NH2:29])=[CH:27][CH:26]=1.CCOC1N(C(OCC)=O)C2C(=CC=CC=2)C=C1.C(N(CC)CC)C.